This data is from Experimentally validated miRNA-target interactions with 360,000+ pairs, plus equal number of negative samples. The task is: Binary Classification. Given a miRNA mature sequence and a target amino acid sequence, predict their likelihood of interaction. The miRNA is hsa-miR-8073 with sequence ACCUGGCAGCAGGGAGCGUCGU. The protein sequence of the target gene is MWSGPPQPDQGLPPPLAAVPVPWKSTDPCQGHRESPGALVETSAGEEAQGQEGPAAAQLDVLRLRSSSMEIREKGSEFLKEELHRAQKELKLKDEECERLSKVREQLEQELEELTASLFEEAHKMVREANMKQAASEKQLKEARGKIDMLQAEVTALKTLVITSTPASPNRELHPQLLSPTKAGPRKGHSRHKSTSSTLCPAVCPAAGHTLTPDREGKEVDTILFAEFQAWRESPTLDKTCPFLERVYREDVGPCLDFTMQELSVLVRAAVEDNTLTIEPVASQTLPTVKVAEVDCSSTN.... Result: 0 (no interaction).